Predict the product of the given reaction. From a dataset of Forward reaction prediction with 1.9M reactions from USPTO patents (1976-2016). (1) Given the reactants [NH:1]([C:3]1[C:4]2[C:14](=O)[CH:13]([C:16]([O:18]CC)=[O:17])[CH2:12][N:11]([C:21]3[CH:26]=[CH:25][CH:24]=[CH:23][CH:22]=3)[C:5]=2[N:6]=[C:7]([S:9][CH3:10])[N:8]=1)[NH2:2].[OH-].[Na+], predict the reaction product. The product is: [CH3:10][S:9][C:7]1[N:6]=[C:5]2[C:4]3[C:14](=[N:2][NH:1][C:3]=3[N:8]=1)[CH:13]([C:16]([OH:18])=[O:17])[CH2:12][N:11]2[C:21]1[CH:26]=[CH:25][CH:24]=[CH:23][CH:22]=1. (2) Given the reactants [CH:1]1([C:4]2[S:22][C:7]3[NH:8][C:9](=[O:21])[N:10]([CH2:13][CH2:14]N4CCOCC4)[C:11](=[O:12])[C:6]=3[CH:5]=2)[CH2:3][CH2:2]1.Br[CH2:24][C:25]1[CH:30]=[CH:29][C:28]([C:31]2[CH:36]=[CH:35][CH:34]=[CH:33][C:32]=2[C:37]2[N:41]=C(C(Cl)(Cl)Cl)O[N:38]=2)=[CH:27][CH:26]=1.[C:46](=[O:49])([O-])[O-:47].[K+].[K+], predict the reaction product. The product is: [CH:1]1([C:4]2[S:22][C:7]3[N:8]([CH2:24][C:25]4[CH:26]=[CH:27][C:28]([C:31]5[CH:36]=[CH:35][CH:34]=[CH:33][C:32]=5[C:37]5[NH:38][C:46](=[O:49])[O:47][N:41]=5)=[CH:29][CH:30]=4)[C:9](=[O:21])[N:10]([CH2:13][CH2:14][C:25]4[CH:30]=[CH:29][CH:28]=[CH:27][CH:26]=4)[C:11](=[O:12])[C:6]=3[CH:5]=2)[CH2:2][CH2:3]1. (3) Given the reactants [CH3:1][S:2]([NH:5][C:6]1[CH:7]=[C:8]2[C:12](=[CH:13][CH:14]=1)[C:11](=[O:15])[N:10]([CH2:16][C:17]([O:19][C:20]([CH3:23])([CH3:22])[CH3:21])=[O:18])[C:9]2=[O:24])(=[O:4])=[O:3].C([O-])([O-])=O.[K+].[K+].Cl.Cl[CH2:33][CH2:34][N:35]1[CH2:40][CH2:39][O:38][CH2:37][CH2:36]1, predict the reaction product. The product is: [O:38]1[CH2:39][CH2:40][N:35]([CH2:34][CH2:33][N:5]([C:6]2[CH:7]=[C:8]3[C:12](=[CH:13][CH:14]=2)[C:11](=[O:15])[N:10]([CH2:16][C:17]([O:19][C:20]([CH3:21])([CH3:23])[CH3:22])=[O:18])[C:9]3=[O:24])[S:2]([CH3:1])(=[O:3])=[O:4])[CH2:36][CH2:37]1. (4) Given the reactants [Cl-].[CH:2]1([CH2:7][NH2+:8][CH2:9][CH2:10]Cl)[CH2:6][CH2:5][CH2:4][CH2:3]1.[Cl:12][C:13]1[CH:18]=[C:17]([Cl:19])[CH:16]=[CH:15][C:14]=1[N:20]=[C:21]=[S:22], predict the reaction product. The product is: [Cl:12][C:13]1[CH:18]=[C:17]([Cl:19])[CH:16]=[CH:15][C:14]=1[N:20]=[C:21]1[N:8]([CH2:7][CH:2]2[CH2:3][CH2:4][CH2:5][CH2:6]2)[CH2:9][CH2:10][S:22]1. (5) Given the reactants Br[C:2]1[C:11]2[CH2:10][N:9]([CH3:12])[CH2:8][CH2:7][C:6]=2[C:5]([NH2:13])=[C:4]([N+:14]([O-])=O)[CH:3]=1, predict the reaction product. The product is: [CH3:12][N:9]1[CH2:8][CH2:7][C:6]2[C:11](=[CH:2][CH:3]=[C:4]([NH2:14])[C:5]=2[NH2:13])[CH2:10]1. (6) The product is: [CH3:5][OH:13].[NH4+:3].[OH-:33].[CH3:14][C:15]1[N:16]=[CH:17][N:18]([C:20]2[N:25]=[CH:24][N:23]=[C:22]([NH:26][C:27]3[O:13][C@:5]4([CH2:4][N:3]=3)[CH:10]3[CH2:9][CH2:8][N:7]([CH2:12][CH2:11]3)[CH2:6]4)[CH:21]=2)[CH:19]=1. Given the reactants Cl.Cl.[NH2:3][CH2:4][C@@:5]1([OH:13])[CH:10]2[CH2:11][CH2:12][N:7]([CH2:8][CH2:9]2)[CH2:6]1.[CH3:14][C:15]1[N:16]=[CH:17][N:18]([C:20]2[N:25]=[CH:24][N:23]=[C:22]([N:26]=[C:27](SC)SC)[CH:21]=2)[CH:19]=1.C(=O)([O-])[O-:33].[Cs+].[Cs+], predict the reaction product. (7) Given the reactants [Cl:1][C:2]1[CH:3]=[C:4]([CH:28]=[CH:29][CH:30]=1)[C:5]([NH:7][CH2:8][C:9]1[CH:14]=[CH:13][C:12]([C:15]#[N:16])=[CH:11][C:10]=1[NH:17][CH2:18][C:19]1[CH:20]=[C:21]([CH:25]=[CH:26][CH:27]=1)[C:22](O)=[O:23])=[O:6].[NH:31]1[CH2:36][CH2:35][O:34][CH2:33][CH2:32]1, predict the reaction product. The product is: [Cl:1][C:2]1[CH:3]=[C:4]([CH:28]=[CH:29][CH:30]=1)[C:5]([NH:7][CH2:8][C:9]1[CH:14]=[CH:13][C:12]([C:15]#[N:16])=[CH:11][C:10]=1[NH:17][CH2:18][C:19]1[CH:27]=[CH:26][CH:25]=[C:21]([C:22]([N:31]2[CH2:36][CH2:35][O:34][CH2:33][CH2:32]2)=[O:23])[CH:20]=1)=[O:6]. (8) Given the reactants [NH:1]1[CH2:6][CH2:5][O:4][CH2:3][CH2:2]1.FC(F)(F)S(O[C:13]1[CH:26]=[C:25]2[C:16]([O:17][C:18]3[CH:19]=[CH:20][C:21]([NH:32][C:33]4[CH:38]=[CH:37][CH:36]=[C:35]([O:39][CH3:40])[CH:34]=4)=[CH:22][C:23]=3[C@:24]32[CH2:30][O:29][C:28]([NH2:31])=[N:27]3)=[C:15]([F:41])[CH:14]=1)(=O)=O.[Li+].C[Si]([N-][Si](C)(C)C)(C)C, predict the reaction product. The product is: [F:41][C:15]1[C:16]2[O:17][C:18]3[C:23](=[CH:22][C:21]([NH:32][C:33]4[CH:38]=[CH:37][CH:36]=[C:35]([O:39][CH3:40])[CH:34]=4)=[CH:20][CH:19]=3)[C@@:24]3([CH2:30][O:29][C:28]([NH2:31])=[N:27]3)[C:25]=2[CH:26]=[C:13]([N:1]2[CH2:6][CH2:5][O:4][CH2:3][CH2:2]2)[CH:14]=1.